This data is from Catalyst prediction with 721,799 reactions and 888 catalyst types from USPTO. The task is: Predict which catalyst facilitates the given reaction. Reactant: [CH:1]([C@:4]1([C:17]([N:19]2[CH2:24][CH2:23][N:22]([C:25]3[CH:30]=[CH:29][CH:28]=[C:27]([C:31]([F:34])([F:33])[F:32])[N:26]=3)[CH2:21][CH2:20]2)=[O:18])[CH2:8][CH2:7][C@@H:6]([NH:9]C(=O)OC(C)(C)C)[CH2:5]1)([CH3:3])[CH3:2].[ClH:35]. Product: [ClH:35].[ClH:35].[CH:1]([C@:4]1([C:17]([N:19]2[CH2:24][CH2:23][N:22]([C:25]3[CH:30]=[CH:29][CH:28]=[C:27]([C:31]([F:34])([F:32])[F:33])[N:26]=3)[CH2:21][CH2:20]2)=[O:18])[CH2:8][CH2:7][C@@H:6]([NH2:9])[CH2:5]1)([CH3:3])[CH3:2]. The catalyst class is: 12.